From a dataset of Tyrosyl-DNA phosphodiesterase HTS with 341,365 compounds. Binary Classification. Given a drug SMILES string, predict its activity (active/inactive) in a high-throughput screening assay against a specified biological target. (1) The molecule is O=C1N(\N=C\c2c(OC)cccc2)C(=O)C2C1C1CCC2C=C1. The result is 0 (inactive). (2) The compound is O(c1nc2c(nc1)cccc2)c1ccccc1. The result is 0 (inactive). (3) The molecule is o1c2c(n3c(c(=O)n(nc3CC)CCCC(=O)Nc3ccc(CC)cc3)c2)cc1. The result is 0 (inactive). (4) The compound is S1C(Cc2nc(SCCCC)n(c(=O)c12)CC)C. The result is 0 (inactive). (5) The drug is Brc1cc2n(c(=O)n(c2nc1)C)C. The result is 0 (inactive). (6) The molecule is S(=O)(=O)(N(Cc1c(F)cccc1)c1ccc(cc1)CC(OC)=O)c1ccc(cc1)C. The result is 0 (inactive). (7) The molecule is Clc1ccc(CNC(=O)C(=O)NCC2OCCN2S(=O)(=O)c2c(F)ccc(F)c2)cc1. The result is 0 (inactive).